Predict the reaction yield, written as a fraction of the theoretical maximum amount of product (1.0 means a 100% yield; for example, 0.34 means a 34% yield). From a dataset of Reaction yield outcomes from USPTO patents with 853,638 reactions. (1) The reactants are [F:1][C:2]1[CH:7]=[CH:6][C:5](B(O)O)=[CH:4][CH:3]=1.Br[C:12]1[S:13][CH:14]=[CH:15][N:16]=1.C([O-])([O-])=O.[Na+].[Na+]. The catalyst is C1(C)C=CC=CC=1.C(O)C.C1C=CC([P]([Pd]([P](C2C=CC=CC=2)(C2C=CC=CC=2)C2C=CC=CC=2)([P](C2C=CC=CC=2)(C2C=CC=CC=2)C2C=CC=CC=2)[P](C2C=CC=CC=2)(C2C=CC=CC=2)C2C=CC=CC=2)(C2C=CC=CC=2)C2C=CC=CC=2)=CC=1. The product is [F:1][C:2]1[CH:7]=[CH:6][C:5]([C:12]2[S:13][CH:14]=[CH:15][N:16]=2)=[CH:4][CH:3]=1. The yield is 0.820. (2) The reactants are N([O-])=O.[Na+].N[C:6]1[CH:11]=[CH:10][C:9]([N:12]([C:17]2[C:36]([CH:37]3[CH2:39][CH2:38]3)=[CH:35][C:20]3[C:21]([C:31]([NH:33][CH3:34])=[O:32])=[C:22]([C:24]4[CH:29]=[CH:28][C:27]([F:30])=[CH:26][CH:25]=4)[O:23][C:19]=3[CH:18]=2)[S:13]([CH3:16])(=[O:15])=[O:14])=[CH:8][C:7]=1[C:40]([F:43])([F:42])[F:41].[BrH:44]. The catalyst is C(#N)C.CCOC(C)=O.O.[Cu]Br. The product is [Br:44][C:6]1[CH:11]=[CH:10][C:9]([N:12]([C:17]2[C:36]([CH:37]3[CH2:39][CH2:38]3)=[CH:35][C:20]3[C:21]([C:31]([NH:33][CH3:34])=[O:32])=[C:22]([C:24]4[CH:29]=[CH:28][C:27]([F:30])=[CH:26][CH:25]=4)[O:23][C:19]=3[CH:18]=2)[S:13]([CH3:16])(=[O:15])=[O:14])=[CH:8][C:7]=1[C:40]([F:43])([F:42])[F:41]. The yield is 0.730. (3) The reactants are [CH2:1]([C:5]1[N:10]2[N:11]=[CH:12][CH:13]=[C:9]2[N:8]([CH:14]2[CH2:23][CH2:22][C:17]3(OCC[O:18]3)[CH2:16][CH2:15]2)[C:7](=[O:24])[C:6]=1[CH2:25][C:26]1[CH:31]=[CH:30][C:29]([C:32]2[C:33]([C:38]#[N:39])=[CH:34][CH:35]=[CH:36][CH:37]=2)=[CH:28][CH:27]=1)[CH2:2][CH2:3][CH3:4].Cl.[OH-].[Na+]. The catalyst is O1CCCC1.C(OCC)(=O)C. The product is [CH2:1]([C:5]1[N:10]2[N:11]=[CH:12][CH:13]=[C:9]2[N:8]([C@H:14]2[CH2:23][CH2:22][C@H:17]([OH:18])[CH2:16][CH2:15]2)[C:7](=[O:24])[C:6]=1[CH2:25][C:26]1[CH:27]=[CH:28][C:29]([C:32]2[C:33]([C:38]#[N:39])=[CH:34][CH:35]=[CH:36][CH:37]=2)=[CH:30][CH:31]=1)[CH2:2][CH2:3][CH3:4]. The yield is 0.870. (4) The reactants are [O:1]1[CH:5]=[CH:4][C:3]([C:6]([C:9]2[CH:14]=[CH:13][CH:12]=[CH:11][CH:10]=2)([OH:8])[CH3:7])=[CH:2]1.N1C=CN=C1.[CH3:20][Si:21](Cl)([CH3:23])[CH3:22].CN([CH:28]=[O:29])C. The product is [C:9]1([C:6]([C:3]2[CH:4]=[C:5]([CH:28]=[O:29])[O:1][CH:2]=2)([O:8][Si:21]([CH3:23])([CH3:22])[CH3:20])[CH3:7])[CH:10]=[CH:11][CH:12]=[CH:13][CH:14]=1. The yield is 0.990. No catalyst specified.